From a dataset of Reaction yield outcomes from USPTO patents with 853,638 reactions. Predict the reaction yield, written as a fraction of the theoretical maximum amount of product (1.0 means a 100% yield; for example, 0.34 means a 34% yield). (1) The reactants are Br[C:2]1[CH:19]=[C:18]2[C:5]([CH2:6][C:7]3([C:11]42[N:15]=[C:14]([NH2:16])[C:13]([CH3:17])=[N:12]4)[CH2:10][CH2:9][CH2:8]3)=[CH:4][CH:3]=1.[CH3:20][C:21]([CH3:25])([CH3:24])[C:22]#[CH:23].C(N(CC)CC)C. The catalyst is CN(C=O)C.C1C=CC([P]([Pd]([P](C2C=CC=CC=2)(C2C=CC=CC=2)C2C=CC=CC=2)([P](C2C=CC=CC=2)(C2C=CC=CC=2)C2C=CC=CC=2)[P](C2C=CC=CC=2)(C2C=CC=CC=2)C2C=CC=CC=2)(C2C=CC=CC=2)C2C=CC=CC=2)=CC=1. The product is [CH3:20][C:21]([CH3:25])([CH3:24])[C:22]#[C:23][C:2]1[CH:19]=[C:18]2[C:5]([CH2:6][C:7]3([C:11]42[N:15]=[C:14]([NH2:16])[C:13]([CH3:17])=[N:12]4)[CH2:10][CH2:9][CH2:8]3)=[CH:4][CH:3]=1. The yield is 0.380. (2) The reactants are [S:1](=[O:36])(=[O:35])([O:3][CH2:4][C@@H:5]1[C@@H:9]([O:10][Si](C(C)(C)C)(C)C)[CH2:8][C@H:7]([N:18]2[C:26]3[CH:25]=[CH:24][N:23]=[C:22]([NH:27][CH2:28][C:29]4[CH:34]=[CH:33][CH:32]=[CH:31][CH:30]=4)[C:21]=3[CH:20]=[CH:19]2)[O:6]1)[NH2:2].F. The catalyst is C1COCC1.N1C=CC=CC=1.N1C=CC=CC=1.CCOC(C)=O. The product is [S:1](=[O:36])(=[O:35])([O:3][CH2:4][C@@H:5]1[C@@H:9]([OH:10])[CH2:8][C@H:7]([N:18]2[C:26]3[CH:25]=[CH:24][N:23]=[C:22]([NH:27][CH2:28][C:29]4[CH:30]=[CH:31][CH:32]=[CH:33][CH:34]=4)[C:21]=3[CH:20]=[CH:19]2)[O:6]1)[NH2:2]. The yield is 0.250.